From a dataset of Forward reaction prediction with 1.9M reactions from USPTO patents (1976-2016). Predict the product of the given reaction. (1) Given the reactants [Cl:1][C:2]1[CH:3]=[CH:4][C:5]([C:10]2[CH:14]=[N:13][S:12][N:11]=2)=[C:6]([CH:9]=1)[CH:7]=O.[CH3:15][O:16][C:17]1[CH:24]=[CH:23][C:20]([CH2:21][NH2:22])=[CH:19][CH:18]=1.C(O)(=O)C.C(O[BH-](OC(=O)C)OC(=O)C)(=O)C.[Na+], predict the reaction product. The product is: [Cl:1][C:2]1[CH:3]=[CH:4][C:5]([C:10]2[CH:14]=[N:13][S:12][N:11]=2)=[C:6]([CH:9]=1)[CH2:7][NH:22][CH2:21][C:20]1[CH:23]=[CH:24][C:17]([O:16][CH3:15])=[CH:18][CH:19]=1. (2) Given the reactants [Na].[CH:2]1([SH:7])[CH2:6][CH2:5][CH2:4][CH2:3]1.[N+:8]([C:11]1[CH:12]=[C:13]([CH:16]=[CH:17][CH:18]=1)[CH2:14]Cl)([O-:10])=[O:9], predict the reaction product. The product is: [CH:2]1([S:7][CH2:14][C:13]2[CH:16]=[CH:17][CH:18]=[C:11]([N+:8]([O-:10])=[O:9])[CH:12]=2)[CH2:6][CH2:5][CH2:4][CH2:3]1. (3) Given the reactants [Br:1][C:2]1[C:3]([N:12]2[CH2:17][CH2:16][N:15]([CH2:18][C:19]3[N:20]=[CH:21][N:22]([CH3:24])[CH:23]=3)[CH2:14][CH2:13]2)=[C:4]([N+:9]([O-])=O)[C:5]([NH2:8])=[N:6][CH:7]=1.CCO.[CH:28](=O)[C:29]1[CH:34]=[CH:33][C:32]([O:35][CH3:36])=[CH:31][CH:30]=1.[O-]S(S([O-])=O)=O.[Na+].[Na+], predict the reaction product. The product is: [Br:1][C:2]1[C:3]([N:12]2[CH2:17][CH2:16][N:15]([CH2:18][C:19]3[N:20]=[CH:21][N:22]([CH3:24])[CH:23]=3)[CH2:14][CH2:13]2)=[C:4]2[N:9]=[C:28]([C:29]3[CH:34]=[CH:33][C:32]([O:35][CH3:36])=[CH:31][CH:30]=3)[NH:8][C:5]2=[N:6][CH:7]=1. (4) Given the reactants N1(C2OC(C(NC3C=CC(N4CCC(C(O)=O)CC4)=NC=3)=O)=C(C(F)(F)F)N=2)CCCCC1.[N:34]1([C:40]2[O:41][C:42]([C:49]([NH:51][C:52]3[CH:53]=[CH:54][C:55]([N:58]4[CH2:63][CH2:62][CH:61]([CH2:64][C:65]([O:67]CC)=[O:66])[CH2:60][CH2:59]4)=[N:56][CH:57]=3)=[O:50])=[C:43]([C:45]([F:48])([F:47])[F:46])[N:44]=2)[CH2:39][CH2:38][CH2:37][CH2:36][CH2:35]1, predict the reaction product. The product is: [N:34]1([C:40]2[O:41][C:42]([C:49]([NH:51][C:52]3[CH:53]=[CH:54][C:55]([N:58]4[CH2:59][CH2:60][CH:61]([CH2:64][C:65]([OH:67])=[O:66])[CH2:62][CH2:63]4)=[N:56][CH:57]=3)=[O:50])=[C:43]([C:45]([F:47])([F:48])[F:46])[N:44]=2)[CH2:39][CH2:38][CH2:37][CH2:36][CH2:35]1.